This data is from Reaction yield outcomes from USPTO patents with 853,638 reactions. The task is: Predict the reaction yield, written as a fraction of the theoretical maximum amount of product (1.0 means a 100% yield; for example, 0.34 means a 34% yield). (1) The reactants are C(N(C(C)C)CC)(C)C.ClCCl.[NH2:13][C:14]1[C:19]([OH:20])=[C:18]([F:21])[C:17]([C:22]2[CH:27]=[CH:26][CH:25]=[CH:24][CH:23]=2)=[C:16]([CH3:28])[C:15]=1[C:29]#[N:30].CC([O:34][C:35]1[C:40]([C:41](Cl)=O)=[CH:39][CH:38]=[CH:37][CH:36]=1)=O. The catalyst is O. The product is [F:21][C:18]1[C:17]([C:22]2[CH:27]=[CH:26][CH:25]=[CH:24][CH:23]=2)=[C:16]([CH3:28])[C:15]([C:29]#[N:30])=[C:14]2[C:19]=1[O:20][C:41]([C:40]1[CH:39]=[CH:38][CH:37]=[CH:36][C:35]=1[OH:34])=[N:13]2. The yield is 0.640. (2) The reactants are [F:1][C:2]1[CH:8]=[CH:7][CH:6]=[C:5]([F:9])[C:3]=1[NH2:4].CCC([O-])(C)C.[Na+].F[C:18]1[CH:23]=[CH:22][C:21]([F:24])=[CH:20][C:19]=1[N+:25]([O-:27])=[O:26].Cl. The catalyst is C1COCC1. The product is [F:1][C:2]1[CH:8]=[CH:7][CH:6]=[C:5]([F:9])[C:3]=1[NH:4][C:18]1[CH:23]=[CH:22][C:21]([F:24])=[CH:20][C:19]=1[N+:25]([O-:27])=[O:26]. The yield is 0.822. (3) The reactants are [CH3:1][O:2][C:3](=[O:16])[C:4]1[CH:9]=[C:8](Br)[CH:7]=[CH:6][C:5]=1[O:11][C:12]([F:15])([F:14])[F:13].[CH3:17][Si:18]([C:21]#[CH:22])([CH3:20])[CH3:19]. The catalyst is C(N(CC)CC)C.[Cu]I.[Pd]. The product is [CH3:1][O:2][C:3](=[O:16])[C:4]1[CH:9]=[C:8]([C:22]#[C:21][Si:18]([CH3:20])([CH3:19])[CH3:17])[CH:7]=[CH:6][C:5]=1[O:11][C:12]([F:15])([F:14])[F:13]. The yield is 1.00. (4) The reactants are [OH:1][C:2]1[CH:10]=[CH:9][C:5]([C:6]([OH:8])=[O:7])=[C:4]([CH3:11])[CH:3]=1.[OH-].[Na+].[I-:14].[Na+].Cl[O-].[Na+].ClCl.S([O-])([O-])(=O)=S.[Na+].[Na+].Cl. The catalyst is CO. The product is [OH:1][C:2]1[C:10]([I:14])=[CH:9][C:5]([C:6]([OH:8])=[O:7])=[C:4]([CH3:11])[CH:3]=1. The yield is 0.720. (5) The reactants are [CH:1](=O)[CH:2]([CH3:4])[CH3:3].[CH3:6][O:7][C:8](=[O:12])[CH2:9][C:10]#[N:11].[OH-].[NH4+].C(O)(=O)C. The catalyst is C1(C)C=CC=CC=1. The product is [CH3:6][O:7][C:8](=[O:12])[C:9]([C:10]#[N:11])=[CH:1][CH:2]([CH3:4])[CH3:3]. The yield is 0.900.